Dataset: Forward reaction prediction with 1.9M reactions from USPTO patents (1976-2016). Task: Predict the product of the given reaction. (1) Given the reactants [CH2:1]([OH:8])[C:2]1[CH:7]=[CH:6][CH:5]=[CH:4][CH:3]=1.[H-].[Na+].[Cl:11][C:12]1[N:17]=[C:16](Cl)[C:15]([N+:19]([O-:21])=[O:20])=[CH:14][N:13]=1.O, predict the reaction product. The product is: [CH2:1]([O:8][C:14]1[C:15]([N+:19]([O-:21])=[O:20])=[CH:16][N:17]=[C:12]([Cl:11])[N:13]=1)[C:2]1[CH:7]=[CH:6][CH:5]=[CH:4][CH:3]=1. (2) Given the reactants [NH3:1].[Br:2][C:3]1[CH:4]=[C:5]([C:9]2([CH3:19])[CH2:14][N:13]3[CH:15]=[CH:16][N:17]=[C:12]3[C:11](=S)[NH:10]2)[CH:6]=[CH:7][CH:8]=1.CO, predict the reaction product. The product is: [Br:2][C:3]1[CH:4]=[C:5]([C:9]2([CH3:19])[CH2:14][N:13]3[CH:15]=[CH:16][N:17]=[C:12]3[C:11]([NH2:1])=[N:10]2)[CH:6]=[CH:7][CH:8]=1.